Dataset: Forward reaction prediction with 1.9M reactions from USPTO patents (1976-2016). Task: Predict the product of the given reaction. Given the reactants Br[C:2]1[CH:7]=[CH:6][CH:5]=[CH:4][N:3]=1.[CH2:8]([C:12]1[S:13][C:14]2[CH:20]=[CH:19][CH:18]=[C:17]([F:21])[C:15]=2[N:16]=1)[CH2:9][C:10]#[CH:11], predict the reaction product. The product is: [F:21][C:17]1[C:15]2[N:16]=[C:12]([CH2:8][CH2:9][C:10]#[C:11][C:2]3[CH:7]=[CH:6][CH:5]=[CH:4][N:3]=3)[S:13][C:14]=2[CH:20]=[CH:19][CH:18]=1.